From a dataset of Tyrosyl-DNA phosphodiesterase HTS with 341,365 compounds. Binary Classification. Given a drug SMILES string, predict its activity (active/inactive) in a high-throughput screening assay against a specified biological target. (1) The drug is S1C(CN=C1Nc1cc(ccc1)C(=O)C)C. The result is 0 (inactive). (2) The drug is O(c1c(c2[nH]c(nc(=O)c2C#N)c2ccccc2)cccc1)C. The result is 0 (inactive). (3) The compound is S(=O)(=O)(N1CCCCC1)c1c(ccc(NC(=O)COC(=O)c2c3CCC(Cc3sc2)C)c1)C. The result is 0 (inactive). (4) The compound is S(=O)(=O)(N(C)C)c1c(ccc(NC(=O)Cn2ccsc2=N)c1)C. The result is 0 (inactive). (5) The compound is S(=O)(=O)(c1ccc(c2nn(nn2)Cc2cc(OCC)c(OCC)cc2)cc1)C. The result is 0 (inactive). (6) The molecule is Clc1c(CN2C(CC(=O)NC3CCCCCCC3)C(=O)NCC2)ccc(F)c1. The result is 0 (inactive).